Predict the product of the given reaction. From a dataset of Forward reaction prediction with 1.9M reactions from USPTO patents (1976-2016). (1) Given the reactants [C:1]([O:5][C:6]([N:8]1[CH2:13][CH2:12][CH:11]([CH2:14][O:15][CH2:16][CH:17]([NH2:25])[C:18]2[CH:23]=[CH:22][CH:21]=[CH:20][C:19]=2[Cl:24])[CH2:10][CH2:9]1)=[O:7])([CH3:4])([CH3:3])[CH3:2].[NH:26]1[C:34]2[C:29](=[CH:30][CH:31]=[C:32]([C:35](O)=[O:36])[CH:33]=2)[CH:28]=[CH:27]1, predict the reaction product. The product is: [C:1]([O:5][C:6]([N:8]1[CH2:9][CH2:10][CH:11]([CH2:14][O:15][CH2:16][CH:17]([NH:25][C:35]([C:32]2[CH:33]=[C:34]3[C:29]([CH:28]=[CH:27][NH:26]3)=[CH:30][CH:31]=2)=[O:36])[C:18]2[CH:23]=[CH:22][CH:21]=[CH:20][C:19]=2[Cl:24])[CH2:12][CH2:13]1)=[O:7])([CH3:4])([CH3:2])[CH3:3]. (2) Given the reactants [Cl:1][C:2]1[C:3]([F:45])=[C:4]([C@@H:8]2[C@:12]([C:15]3[CH:20]=[CH:19][C:18]([Cl:21])=[CH:17][C:16]=3[F:22])([C:13]#[N:14])[C@H:11]([CH2:23][C:24]([CH3:27])([CH3:26])[CH3:25])[NH:10][C@H:9]2[C:28]([NH:30][C:31]2[CH:42]=[CH:41][C:34]([C:35]([O:37][CH2:38][CH2:39][OH:40])=[O:36])=[CH:33][C:32]=2[O:43][CH3:44])=[O:29])[CH:5]=[CH:6][CH:7]=1.[C:46]([O:50][C:51]([N:53]([CH3:58])[CH2:54][C:55](O)=[O:56])=[O:52])([CH3:49])([CH3:48])[CH3:47], predict the reaction product. The product is: [C:46]([O:50][C:51]([N:53]([CH3:58])[CH2:54][C:55]([O:40][CH2:39][CH2:38][O:37][C:35](=[O:36])[C:34]1[CH:41]=[CH:42][C:31]([NH:30][C:28]([C@H:9]2[C@H:8]([C:4]3[CH:5]=[CH:6][CH:7]=[C:2]([Cl:1])[C:3]=3[F:45])[C@:12]([C:15]3[CH:20]=[CH:19][C:18]([Cl:21])=[CH:17][C:16]=3[F:22])([C:13]#[N:14])[C@H:11]([CH2:23][C:24]([CH3:25])([CH3:26])[CH3:27])[NH:10]2)=[O:29])=[C:32]([O:43][CH3:44])[CH:33]=1)=[O:56])=[O:52])([CH3:49])([CH3:48])[CH3:47]. (3) Given the reactants O[CH2:2][CH:3]1[N:8]([C:9](=[O:19])[NH:10][C:11]2[CH:16]=[CH:15][C:14]([S:17][CH3:18])=[CH:13][CH:12]=2)[CH2:7][CH2:6][N:5]([C:20]([O:22][C:23]([CH3:26])([CH3:25])[CH3:24])=[O:21])[CH2:4]1.C1CCN2C(=NCCC2)CC1.CS(Cl)(=O)=O.O, predict the reaction product. The product is: [CH3:18][S:17][C:14]1[CH:15]=[CH:16][C:11]([N:10]2[CH2:2][CH:3]3[CH2:4][N:5]([C:20]([O:22][C:23]([CH3:25])([CH3:24])[CH3:26])=[O:21])[CH2:6][CH2:7][N:8]3[C:9]2=[O:19])=[CH:12][CH:13]=1. (4) Given the reactants [Br:1][C:2]1[CH:7]=[CH:6][C:5]([C@@H:8]2[C@@H:10]([C:11]3[CH:16]=[CH:15][CH:14]=[CH:13][CH:12]=3)[C@H:9]2[C:17]([O:19][CH3:20])=[O:18])=[CH:4][CH:3]=1.[Li+].[CH3:22]C([N-]C(C)C)C.CI, predict the reaction product. The product is: [CH3:20][O:19][C:17]([C@:9]1([CH3:22])[C@H:10]([C:11]2[CH:12]=[CH:13][CH:14]=[CH:15][CH:16]=2)[C@H:8]1[C:5]1[CH:4]=[CH:3][C:2]([Br:1])=[CH:7][CH:6]=1)=[O:18]. (5) Given the reactants [CH3:1][C:2]1[CH:7]=[C:6]([C:8]2[S:12][CH:11]=[N:10][CH:9]=2)[N:5]=[C:4]([NH:13][C:14]2[CH:19]=[C:18]([C:20]([F:23])([F:22])[F:21])[CH:17]=[CH:16][N:15]=2)[CH:3]=1.C([N-]C(C)C)(C)C.[Li+].[O:32]=[C:33]1[CH2:42][CH2:41][CH2:40][C:39]2[CH:38]=[C:37]([C:43]([O:45][CH3:46])=[O:44])[CH:36]=[CH:35][C:34]1=2, predict the reaction product. The product is: [OH:32][C:33]1([C:11]2[S:12][C:8]([C:6]3[CH:7]=[C:2]([CH3:1])[CH:3]=[C:4]([NH:13][C:14]4[CH:19]=[C:18]([C:20]([F:23])([F:21])[F:22])[CH:17]=[CH:16][N:15]=4)[N:5]=3)=[CH:9][N:10]=2)[CH2:42][CH2:41][CH2:40][C:39]2[CH:38]=[C:37]([C:43]([O:45][CH3:46])=[O:44])[CH:36]=[CH:35][C:34]1=2. (6) The product is: [F:1][C:2]1[CH:3]=[C:4]([C:10]2[O:11][C:12]3[C:17]([C:18](=[O:20])[CH:19]=2)=[CH:16][CH:15]=[CH:14][CH:13]=3)[CH:5]=[CH:6][C:7]=1[OH:8]. Given the reactants [F:1][C:2]1[CH:3]=[C:4]([C:10]2[O:11][C:12]3[C:17]([C:18](=[O:20])[CH:19]=2)=[CH:16][CH:15]=[CH:14][CH:13]=3)[CH:5]=[CH:6][C:7]=1[O:8]C.CC(O)=O.O, predict the reaction product. (7) Given the reactants [Cl:1][C:2]1[CH:7]=[CH:6][CH:5]=[CH:4][C:3]=1[CH:8]1[CH2:13][CH2:12][C:11](=[O:14])[CH2:10][CH2:9]1.C(N(CC)CC)C.[CH3:22][Si:23](OS(C(F)(F)F)(=O)=O)([CH3:25])[CH3:24].O, predict the reaction product. The product is: [Cl:1][C:2]1[CH:7]=[CH:6][CH:5]=[CH:4][C:3]=1[CH:8]1[CH2:9][CH2:10][C:11]([O:14][Si:23]([CH3:25])([CH3:24])[CH3:22])=[CH:12][CH2:13]1. (8) Given the reactants C([O:8][N:9]([CH2:12][C@@H:13]([CH2:17][CH:18]1[CH2:22][CH2:21][CH2:20][CH2:19]1)[C:14]([OH:16])=O)[CH:10]=[O:11])C1C=CC=CC=1.[C:23]1([C:29]2[NH:33][C:32]([C@@H:34]3[CH2:38][CH2:37][CH2:36][NH:35]3)=[N:31][CH:30]=2)[CH:28]=[CH:27][CH:26]=[CH:25][CH:24]=1, predict the reaction product. The product is: [CH:18]1([CH2:17][C@@H:13]([C:14](=[O:16])[N:35]2[CH2:36][CH2:37][CH2:38][C@H:34]2[C:32]2[NH:33][C:29]([C:23]3[CH:28]=[CH:27][CH:26]=[CH:25][CH:24]=3)=[CH:30][N:31]=2)[CH2:12][N:9]([OH:8])[CH:10]=[O:11])[CH2:19][CH2:20][CH2:21][CH2:22]1.